Dataset: Forward reaction prediction with 1.9M reactions from USPTO patents (1976-2016). Task: Predict the product of the given reaction. Given the reactants Br[C:2]1[N:7]=[C:6](/[CH:8]=[C:9](\[C:31]#[N:32])/[C:10]([NH:12][CH:13]([C:17]2[CH:22]=[CH:21][C:20]([O:23][CH2:24][CH2:25][N:26]([CH2:29]C)[CH2:27]C)=[CH:19][CH:18]=2)[CH2:14][CH2:15][CH3:16])=[O:11])C=C[CH:3]=1.[NH:33]1C=CN=C1C=O.C(CC(NC(C1C=CC(OCCN(C)C)=CC=1)CCC)=O)#N, predict the reaction product. The product is: [C:31](/[C:9](=[CH:8]\[C:6]1[NH:7][CH:2]=[CH:3][N:33]=1)/[C:10]([NH:12][CH:13]([C:17]1[CH:18]=[CH:19][C:20]([O:23][CH2:24][CH2:25][N:26]([CH3:27])[CH3:29])=[CH:21][CH:22]=1)[CH2:14][CH2:15][CH3:16])=[O:11])#[N:32].